This data is from Forward reaction prediction with 1.9M reactions from USPTO patents (1976-2016). The task is: Predict the product of the given reaction. (1) Given the reactants [Si:1]([O:8][CH2:9][CH2:10][C@@H:11]([C:13]([OH:15])=[O:14])[NH2:12])([C:4]([CH3:7])([CH3:6])[CH3:5])([CH3:3])[CH3:2].C(N(CC)CC)C.[C:23](O[C:23]([O:25][C:26]([CH3:29])([CH3:28])[CH3:27])=[O:24])([O:25][C:26]([CH3:29])([CH3:28])[CH3:27])=[O:24], predict the reaction product. The product is: [C:26]([O:25][C:23]([NH:12][C@H:11]([C:13]([OH:15])=[O:14])[CH2:10][CH2:9][O:8][Si:1]([C:4]([CH3:6])([CH3:7])[CH3:5])([CH3:3])[CH3:2])=[O:24])([CH3:29])([CH3:28])[CH3:27]. (2) Given the reactants [CH2:1]([C:3]1[CH:8]=[CH:7][C:6]([CH:9]2[CH2:14][N:13]([C:15]([N:17]3[CH2:22][CH2:21][O:20][CH2:19][CH2:18]3)=[O:16])[CH2:12][CH:11]([C:23]([OH:25])=O)[CH2:10]2)=[CH:5][CH:4]=1)[CH3:2].[F:26][C:27]1[CH:28]=[C:29]([C:33](=[N:35]O)[NH2:34])[CH:30]=[CH:31][CH:32]=1, predict the reaction product. The product is: [CH2:1]([C:3]1[CH:8]=[CH:7][C:6]([CH:9]2[CH2:10][CH:11]([C:23]3[O:25][N:35]=[C:33]([C:29]4[CH:30]=[CH:31][CH:32]=[C:27]([F:26])[CH:28]=4)[N:34]=3)[CH2:12][N:13]([C:15]([N:17]3[CH2:22][CH2:21][O:20][CH2:19][CH2:18]3)=[O:16])[CH2:14]2)=[CH:5][CH:4]=1)[CH3:2]. (3) The product is: [C:1]([O:5][C:6](=[O:34])[C:7]1[CH:19]=[C:18]([O:20][CH2:21][CH2:22][CH2:23][CH2:24][CH2:25][CH2:26][CH2:27][CH2:28][CH2:29][C:30]([OH:32])=[O:31])[CH:17]=[C:9]([C:10]([O:12][C:13]([CH3:16])([CH3:15])[CH3:14])=[O:11])[CH:8]=1)([CH3:2])([CH3:3])[CH3:4]. Given the reactants [C:1]([O:5][C:6](=[O:34])[C:7]1[CH:19]=[C:18]([O:20][CH2:21][CH2:22][CH2:23][CH2:24][CH2:25][CH2:26][CH2:27][CH2:28][CH2:29][C:30]([O:32]C)=[O:31])[CH:17]=[C:9]([C:10]([O:12][C:13]([CH3:16])([CH3:15])[CH3:14])=[O:11])[CH:8]=1)([CH3:4])([CH3:3])[CH3:2].[OH-].[Na+].CCOC(C)=O.Cl, predict the reaction product. (4) Given the reactants [F:1][C:2]1[CH:3]=[C:4]([N:9]2[C:13]([CH3:15])([CH3:14])[C:12](=[O:16])[N:11]([C:17]3[CH:24]=[CH:23][C:20]([C:21]#[N:22])=[C:19]([C:25]([F:28])([F:27])[F:26])[CH:18]=3)[C:10]2=[S:29])[CH:5]=[CH:6][C:7]=1[OH:8].[OH-].[K+].C(OP(O)(OCC)=O)C.Br[CH:42]([F:44])[F:43], predict the reaction product. The product is: [F:43][CH:42]([F:44])[O:8][C:7]1[CH:6]=[CH:5][C:4]([N:9]2[C:13]([CH3:14])([CH3:15])[C:12](=[O:16])[N:11]([C:17]3[CH:24]=[CH:23][C:20]([C:21]#[N:22])=[C:19]([C:25]([F:26])([F:27])[F:28])[CH:18]=3)[C:10]2=[S:29])=[CH:3][C:2]=1[F:1]. (5) The product is: [CH2:1]([N:3]([C@H:16]1[CH2:21][CH2:20][C@H:19]([C:22]([O:24][CH3:25])=[O:23])[CH2:18][CH2:17]1)[S:4]([C:7]1[CH:8]=[C:9]([CH:13]=[CH:14][CH:15]=1)[C:10]([NH:35][C:36]1[S:37][C:38]2[CH2:66][CH2:65][CH2:64][CH2:63][C:39]=2[C:40]=1[C:41]([NH:43][C:44]1[CH:45]=[CH:46][C:47]([CH2:50][CH2:51][CH2:52][C:53]2[CH:54]=[CH:55][C:56]([C:57]([O:59][CH3:60])=[O:58])=[CH:61][CH:62]=2)=[CH:48][CH:49]=1)=[O:42])=[O:11])(=[O:6])=[O:5])[CH3:2]. Given the reactants [CH2:1]([N:3]([C@H:16]1[CH2:21][CH2:20][C@H:19]([C:22]([O:24][CH3:25])=[O:23])[CH2:18][CH2:17]1)[S:4]([C:7]1[CH:8]=[C:9]([CH:13]=[CH:14][CH:15]=1)[C:10](O)=[O:11])(=[O:6])=[O:5])[CH3:2].ClCCl.C(Cl)(=O)C(Cl)=O.[NH2:35][C:36]1[S:37][C:38]2[CH2:66][CH2:65][CH2:64][CH2:63][C:39]=2[C:40]=1[C:41]([NH:43][C:44]1[CH:49]=[CH:48][C:47]([CH2:50][CH2:51][CH2:52][C:53]2[CH:62]=[CH:61][C:56]([C:57]([O:59][CH3:60])=[O:58])=[CH:55][CH:54]=2)=[CH:46][CH:45]=1)=[O:42], predict the reaction product. (6) The product is: [O:30]1[CH2:31][CH2:32][CH2:33][CH2:34][CH:29]1[O:28][CH2:27][CH2:26][O:24][CH2:23][CH2:22][N:19]1[CH2:18][CH2:17][N:16]([C:7]2=[N:8][C:9]3[CH:15]=[CH:14][CH:13]=[CH:12][C:10]=3[S:11][C:5]3[CH:4]=[CH:3][CH:2]=[CH:1][C:6]2=3)[CH2:21][CH2:20]1. Given the reactants [CH:1]1[C:6]2[C:7]([N:16]3[CH2:21][CH2:20][N:19]([CH2:22][CH2:23][OH:24])[CH2:18][CH2:17]3)=[N:8][C:9]3[CH:15]=[CH:14][CH:13]=[CH:12][C:10]=3[S:11][C:5]=2[CH:4]=[CH:3][CH:2]=1.Br[CH2:26][CH2:27][O:28][CH:29]1[CH2:34][CH2:33][CH2:32][CH2:31][O:30]1.[OH-].[Na+], predict the reaction product.